From a dataset of Peptide-MHC class I binding affinity with 185,985 pairs from IEDB/IMGT. Regression. Given a peptide amino acid sequence and an MHC pseudo amino acid sequence, predict their binding affinity value. This is MHC class I binding data. (1) The peptide sequence is YMLFTKFFYL. The MHC is HLA-A02:06 with pseudo-sequence HLA-A02:06. The binding affinity (normalized) is 0.722. (2) The peptide sequence is AVLQSGFRK. The MHC is HLA-A03:01 with pseudo-sequence HLA-A03:01. The binding affinity (normalized) is 0.705. (3) The peptide sequence is RFRCVGPAP. The MHC is HLA-A31:01 with pseudo-sequence HLA-A31:01. The binding affinity (normalized) is 0.0847. (4) The peptide sequence is LSEEEVRRRL. The MHC is Mamu-A02 with pseudo-sequence Mamu-A02. The binding affinity (normalized) is 0.173. (5) The peptide sequence is FPPGTSLTI. The MHC is HLA-B51:01 with pseudo-sequence HLA-B51:01. The binding affinity (normalized) is 0.414. (6) The peptide sequence is LSDNLSLVY. The MHC is HLA-C08:02 with pseudo-sequence HLA-C08:02. The binding affinity (normalized) is 0.416. (7) The peptide sequence is MQYLNPPPY. The MHC is HLA-B07:02 with pseudo-sequence HLA-B07:02. The binding affinity (normalized) is 0.0847.